Dataset: Forward reaction prediction with 1.9M reactions from USPTO patents (1976-2016). Task: Predict the product of the given reaction. (1) Given the reactants Cl[C:2]1[N:7]=[C:6]([NH2:8])[C:5]([N+:9]([O-:11])=[O:10])=[CH:4][CH:3]=1.[CH3:12][N:13]([CH3:20])[CH:14]1[CH2:19][CH2:18][NH:17][CH2:16][CH2:15]1.C([O-])([O-])=O.[K+].[K+].CN(C=O)C.O, predict the reaction product. The product is: [CH3:12][N:13]([CH3:20])[CH:14]1[CH2:19][CH2:18][N:17]([C:2]2[N:7]=[C:6]([NH2:8])[C:5]([N+:9]([O-:11])=[O:10])=[CH:4][CH:3]=2)[CH2:16][CH2:15]1. (2) Given the reactants [H-].[Na+].[CH2:3]([O:5][C:6]([C:8]1[CH2:9][CH2:10][O:11][CH2:12][C:13]=1[OH:14])=[O:7])[CH3:4].[F:15][C:16]([F:29])([F:28])[S:17](O[S:17]([C:16]([F:29])([F:28])[F:15])(=[O:19])=[O:18])(=[O:19])=[O:18], predict the reaction product. The product is: [CH2:3]([O:5][C:6]([C:8]1[CH2:9][CH2:10][O:11][CH2:12][C:13]=1[O:14][S:17]([C:16]([F:29])([F:28])[F:15])(=[O:19])=[O:18])=[O:7])[CH3:4].